Dataset: Full USPTO retrosynthesis dataset with 1.9M reactions from patents (1976-2016). Task: Predict the reactants needed to synthesize the given product. (1) Given the product [F:29][C:26]1[CH:27]=[CH:28][C:23]([N:17]2[CH2:16][CH2:15][C:14]3[C:19](=[CH:20][CH:21]=[C:12]([N:9]4[CH2:10][CH2:11][C@H:7]([N:3]5[CH2:4][CH2:5][CH2:6][C@@H:2]5[CH3:1])[CH2:8]4)[CH:13]=3)[CH2:18]2)=[N:24][CH:25]=1, predict the reactants needed to synthesize it. The reactants are: [CH3:1][C@H:2]1[CH2:6][CH2:5][CH2:4][N:3]1[C@H:7]1[CH2:11][CH2:10][N:9]([C:12]2[CH:13]=[C:14]3[C:19](=[CH:20][CH:21]=2)[CH2:18][NH:17][CH2:16][CH2:15]3)[CH2:8]1.Br[C:23]1[CH:28]=[CH:27][C:26]([F:29])=[CH:25][N:24]=1. (2) The reactants are: [C:1]1([CH:7](CC)[C:8](O)=O)[CH:6]=[CH:5][CH:4]=[CH:3][CH:2]=1.[C:13]1([CH3:25])[CH:18]=[CH:17][CH:16]=[CH:15][C:14]=1[N:19]1[CH2:24][CH2:23][NH:22][CH2:21][CH2:20]1.CCN([CH2:31][CH3:32])CC.C(P1(=O)OP(CCC)(=O)OP(CCC)(=O)[O:37]1)CC. Given the product [C:1]1([CH2:7][CH2:8][CH2:31][C:32]([N:22]2[CH2:21][CH2:20][N:19]([C:14]3[CH:15]=[CH:16][CH:17]=[CH:18][C:13]=3[CH3:25])[CH2:24][CH2:23]2)=[O:37])[CH:6]=[CH:5][CH:4]=[CH:3][CH:2]=1, predict the reactants needed to synthesize it. (3) Given the product [Cl:22][C:23]1[CH:24]=[C:25]([CH:28]=[CH:29][CH:30]=1)[CH2:26][NH:27][C:12]([C:8]1[CH:7]=[C:6]2[C:11]([C:2](=[O:1])[N:3]([C:16]3[N:21]=[CH:20][CH:19]=[CH:18][N:17]=3)[C:4](=[S:15])[NH:5]2)=[CH:10][CH:9]=1)=[O:13], predict the reactants needed to synthesize it. The reactants are: [O:1]=[C:2]1[C:11]2[C:6](=[CH:7][C:8]([C:12](O)=[O:13])=[CH:9][CH:10]=2)[NH:5][C:4](=[S:15])[N:3]1[C:16]1[N:21]=[CH:20][CH:19]=[CH:18][N:17]=1.[Cl:22][C:23]1[CH:24]=[C:25]([CH:28]=[CH:29][CH:30]=1)[CH2:26][NH2:27].CCN(C(C)C)C(C)C.CN(C(ON1N=NC2C=CC=NC1=2)=[N+](C)C)C.F[P-](F)(F)(F)(F)F. (4) Given the product [Si:1]([O:9][C:10]1[CH:11]=[CH:12][C:13]([C:16]2[CH:21]=[CH:20][CH:19]=[C:18]([CH2:22][C:23]([O:25][CH2:26][CH:27]=[CH2:28])=[O:24])[C:17]=2[CH3:29])=[CH:14][CH:15]=1)([C:4]([CH3:7])([CH3:6])[CH3:5])([CH3:3])[CH3:2], predict the reactants needed to synthesize it. The reactants are: [Si:1](Cl)([C:4]([CH3:7])([CH3:6])[CH3:5])([CH3:3])[CH3:2].[OH:9][C:10]1[CH:15]=[CH:14][C:13]([C:16]2[CH:21]=[CH:20][CH:19]=[C:18]([CH2:22][C:23]([O:25][CH2:26][CH:27]=[CH2:28])=[O:24])[C:17]=2[CH3:29])=[CH:12][CH:11]=1.N1C=CN=C1. (5) The reactants are: C(OP([CH2:9][C:10]1[N:11]=[CH:12][C:13]([NH:16][C:17](=[O:23])[O:18][C:19]([CH3:22])([CH3:21])[CH3:20])=[N:14][CH:15]=1)(OCC)=O)C.[H-].[Na+].[CH:26]([C:28]1[CH:29]=[C:30]([NH:35][C:36](=[O:55])[C:37]2[CH:42]=[CH:41][C:40]([CH2:43][N:44]3[CH2:49][CH2:48][N:47]([CH3:50])[CH2:46][CH2:45]3)=[C:39]([C:51]([F:54])([F:53])[F:52])[CH:38]=2)[CH:31]=[CH:32][C:33]=1[CH3:34])=O. Given the product [CH3:34][C:33]1[CH:32]=[CH:31][C:30]([NH:35][C:36](=[O:55])[C:37]2[CH:42]=[CH:41][C:40]([CH2:43][N:44]3[CH2:49][CH2:48][N:47]([CH3:50])[CH2:46][CH2:45]3)=[C:39]([C:51]([F:53])([F:54])[F:52])[CH:38]=2)=[CH:29][C:28]=1/[CH:26]=[CH:9]/[C:10]1[N:11]=[CH:12][C:13]([NH:16][C:17](=[O:23])[O:18][C:19]([CH3:20])([CH3:21])[CH3:22])=[N:14][CH:15]=1, predict the reactants needed to synthesize it. (6) The reactants are: [Cl-].O[NH3+:3].[C:4](=[O:7])([O-])[OH:5].[Na+].CS(C)=O.[OH:13][C:14]1([C:48]([F:51])([F:50])[F:49])[CH2:19][CH2:18][CH:17]([N:20]2[C:25](=[O:26])[C:24]([CH2:27][C:28]3[CH:33]=[CH:32][C:31]([C:34]4[C:35]([C:40]#[N:41])=[CH:36][CH:37]=[CH:38][CH:39]=4)=[CH:30][CH:29]=3)=[C:23]([CH2:42][CH2:43][CH3:44])[N:22]3[N:45]=[CH:46][N:47]=[C:21]23)[CH2:16][CH2:15]1. Given the product [OH:13][C:14]1([C:48]([F:50])([F:51])[F:49])[CH2:19][CH2:18][CH:17]([N:20]2[C:25](=[O:26])[C:24]([CH2:27][C:28]3[CH:29]=[CH:30][C:31]([C:34]4[CH:39]=[CH:38][CH:37]=[CH:36][C:35]=4[C:40]4[NH:3][C:4](=[O:7])[O:5][N:41]=4)=[CH:32][CH:33]=3)=[C:23]([CH2:42][CH2:43][CH3:44])[N:22]3[N:45]=[CH:46][N:47]=[C:21]23)[CH2:16][CH2:15]1, predict the reactants needed to synthesize it. (7) The reactants are: O=C1C2C(=CC=CC=2)C(=O)[N:3]1[CH:12]([C:46]([F:49])([F:48])[F:47])[CH2:13][C:14]([NH:16][C@@:17]([C:32]1[CH:37]=[C:36]([O:38][C:39]([F:44])([F:43])[CH:40]([F:42])[F:41])[CH:35]=[C:34]([F:45])[CH:33]=1)([C:25]1[CH:30]=[CH:29][C:28]([F:31])=[CH:27][CH:26]=1)[CH2:18][C:19]1[CH:24]=[CH:23][CH:22]=[CH:21][CH:20]=1)=[O:15].NN. Given the product [NH2:3][CH:12]([C:46]([F:49])([F:48])[F:47])[CH2:13][C:14]([NH:16][C@@:17]([C:32]1[CH:37]=[C:36]([O:38][C:39]([F:44])([F:43])[CH:40]([F:42])[F:41])[CH:35]=[C:34]([F:45])[CH:33]=1)([C:25]1[CH:26]=[CH:27][C:28]([F:31])=[CH:29][CH:30]=1)[CH2:18][C:19]1[CH:20]=[CH:21][CH:22]=[CH:23][CH:24]=1)=[O:15], predict the reactants needed to synthesize it.